The task is: Predict which catalyst facilitates the given reaction.. This data is from Catalyst prediction with 721,799 reactions and 888 catalyst types from USPTO. (1) Reactant: [Cl:1][C:2]1[C:3]([C:9]2[C:17]3[C:12](=[CH:13][CH:14]=[C:15]([C:18]#[CH:19])[CH:16]=3)[N:11]([CH2:20][CH2:21][O:22][CH3:23])[CH:10]=2)=[N:4][C:5]([NH2:8])=[N:6][CH:7]=1.[Li]CCCC.[CH3:29][C@@H:30]1[CH2:34][CH2:33][C:32](=[O:35])[CH2:31]1. Product: [NH2:8][C:5]1[N:4]=[C:3]([C:9]2[C:17]3[C:12](=[CH:13][CH:14]=[C:15]([C:18]#[C:19][C:32]4([OH:35])[CH2:33][CH2:34][C@@H:30]([CH3:29])[CH2:31]4)[CH:16]=3)[N:11]([CH2:20][CH2:21][O:22][CH3:23])[CH:10]=2)[C:2]([Cl:1])=[CH:7][N:6]=1. The catalyst class is: 116. (2) Reactant: Cl.[Br:2][C:3]1[CH:4]=[C:5]([Cl:11])[C:6]([CH2:9][NH2:10])=[N:7][CH:8]=1.[C:12]1(=O)[O:17][C:15](=[O:16])[C:14]2=[CH:18][CH:19]=[CH:20][CH:21]=[C:13]12. Product: [Br:2][C:3]1[CH:4]=[C:5]([Cl:11])[C:6]([CH2:9][N:10]2[C:15](=[O:16])[C:14]3[C:13](=[CH:21][CH:20]=[CH:19][CH:18]=3)[C:12]2=[O:17])=[N:7][CH:8]=1. The catalyst class is: 11. (3) Reactant: [C:1]([OH:5])([CH3:4])([CH3:3])[CH3:2].CCN(CC)CC.[CH3:13][CH:14]([CH2:18][CH3:19])[C:15](Cl)=[O:16]. Product: [C:1]([O:5][C:15](=[O:16])[CH:14]([CH3:13])[CH2:18][CH3:19])([CH3:4])([CH3:3])[CH3:2]. The catalyst class is: 79. (4) Reactant: [F:1][C:2]1[C:7]([F:8])=[CH:6][C:5]([C:9]2[CH:14]=[CH:13][C:12]([O:15][CH2:16][C:17]3[CH:18]=[C:19]([CH:30]=[CH:31][CH:32]=3)[C:20]([N:22]3[CH2:29][CH2:28][CH2:27][C@H:23]3[C:24]([OH:26])=[O:25])=[O:21])=[CH:11][CH:10]=2)=[C:4]([CH:33]=O)[CH:3]=1.C([O-])(=O)C.[Na+].Cl.[NH2:41][OH:42].C(OC(=O)C)(=O)C. Product: [F:1][C:2]1[C:7]([F:8])=[CH:6][C:5]([C:9]2[CH:14]=[CH:13][C:12]([O:15][CH2:16][C:17]3[CH:18]=[C:19]([CH:30]=[CH:31][CH:32]=3)[C:20]([N:22]3[CH2:29][CH2:28][CH2:27][C@H:23]3[C:24]([OH:26])=[O:25])=[O:21])=[CH:11][CH:10]=2)=[C:4]([CH:33]=[N:41][OH:42])[CH:3]=1. The catalyst class is: 15. (5) Reactant: Br[C:2]1[CH:3]=[N:4][N:5]2[CH:10]=[CH:9][C:8]([N:11]3[CH2:16][CH2:15][N:14]([C:17]([O:19][CH:20]([CH3:22])[CH3:21])=[O:18])[CH2:13][CH2:12]3)=[N:7][C:6]=12.[CH2:23]([O:25][C:26]1[C:31](B(O)O)=[CH:30][CH:29]=[CH:28][N:27]=1)[CH3:24].C([O-])([O-])=O.[K+].[K+].CC#N. The catalyst class is: 161. Product: [CH2:23]([O:25][C:26]1[C:31]([C:2]2[CH:3]=[N:4][N:5]3[CH:10]=[CH:9][C:8]([N:11]4[CH2:16][CH2:15][N:14]([C:17]([O:19][CH:20]([CH3:22])[CH3:21])=[O:18])[CH2:13][CH2:12]4)=[N:7][C:6]=23)=[CH:30][CH:29]=[CH:28][N:27]=1)[CH3:24]. (6) Reactant: [F:1][C:2]1[CH:7]=[C:6]([C:8]#[C:9][CH3:10])[CH:5]=[C:4]([O:11][CH3:12])[C:3]=1[CH:13]1[C:19](=[O:20])[CH:18]2[CH2:21][CH:15]([CH2:16][CH2:17]2)[C:14]1=[O:22].N1C=CC=CC=1.[C:29](Cl)(=[O:36])[C:30]1[CH:35]=[CH:34][CH:33]=[CH:32][CH:31]=1. Product: [F:1][C:2]1[CH:7]=[C:6]([C:8]#[C:9][CH3:10])[CH:5]=[C:4]([O:11][CH3:12])[C:3]=1[C:13]1[C:14](=[O:22])[CH:15]2[CH2:21][CH:18]([CH2:17][CH2:16]2)[C:19]=1[O:20][C:29](=[O:36])[C:30]1[CH:35]=[CH:34][CH:33]=[CH:32][CH:31]=1. The catalyst class is: 119. (7) Reactant: [CH3:1][O:2][C:3]1[CH:12]=[C:11]2[C:6]([C:7]([O:13][C:14]3[CH:15]=[CH:16][C:17]([NH2:20])=[N:18][CH:19]=3)=[CH:8][CH:9]=[N:10]2)=[CH:5][CH:4]=1.[CH3:21][N:22]1[C:26]([CH2:27][N:28]2[CH2:32][CH2:31][CH2:30][CH2:29]2)=[C:25]([C:33](O)=[O:34])[C:24](=[O:36])[N:23]1[C:37]1[CH:42]=[CH:41][CH:40]=[CH:39][CH:38]=1.C(N(C(C)C)C(C)C)C.CN(C(ON1N=NC2C=CC=NC1=2)=[N+](C)C)C.F[P-](F)(F)(F)(F)F. Product: [CH3:1][O:2][C:3]1[CH:12]=[C:11]2[C:6]([C:7]([O:13][C:14]3[CH:15]=[CH:16][C:17]([NH:20][C:33]([C:25]4[C:24](=[O:36])[N:23]([C:37]5[CH:38]=[CH:39][CH:40]=[CH:41][CH:42]=5)[N:22]([CH3:21])[C:26]=4[CH2:27][N:28]4[CH2:29][CH2:30][CH2:31][CH2:32]4)=[O:34])=[N:18][CH:19]=3)=[CH:8][CH:9]=[N:10]2)=[CH:5][CH:4]=1. The catalyst class is: 139. (8) Product: [CH3:25][O:26][C:27](=[O:28])[NH:29][C:40]1[N:8]([CH2:9][CH2:10][C:11]2[CH:12]=[N:13][CH:14]=[CH:15][CH:16]=2)[C:7]2[CH:6]=[CH:5][C:4]([N:17]([CH3:24])[C:18](=[O:23])[C:19]([F:22])([F:20])[F:21])=[CH:3][C:2]=2[N:1]=1. The catalyst class is: 5. Reactant: [NH2:1][C:2]1[CH:3]=[C:4]([N:17]([CH3:24])[C:18](=[O:23])[C:19]([F:22])([F:21])[F:20])[CH:5]=[CH:6][C:7]=1[NH:8][CH2:9][CH2:10][C:11]1[CH:12]=[N:13][CH:14]=[CH:15][CH:16]=1.[CH3:25][O:26][C:27]([NH:29]NC(=N[NH:29][C:27]([O:26][CH3:25])=[O:28])SC)=[O:28].[C:40]1(C)C=CC(S(O)(=O)=O)=CC=1.